From a dataset of Forward reaction prediction with 1.9M reactions from USPTO patents (1976-2016). Predict the product of the given reaction. (1) Given the reactants [C:1]1([C:7]2[C:14]3[C:13]([N:15]4[CH2:20][CH2:19][CH:18]([CH2:21][O:22][CH2:23][CH2:24][N:25]5[CH2:29][CH2:28][CH2:27][CH2:26]5)[CH2:17][CH2:16]4)=[N:12][NH:11][C:10]=3[S:9][CH:8]=2)[CH:6]=[CH:5][CH:4]=[CH:3][CH:2]=1.C(N(CC)CC)C.[C:37](Cl)(=[O:39])[CH3:38], predict the reaction product. The product is: [C:1]1([C:7]2[C:14]3[C:13]([N:15]4[CH2:20][CH2:19][CH:18]([CH2:21][O:22][CH2:23][CH2:24][N:25]5[CH2:26][CH2:27][CH2:28][CH2:29]5)[CH2:17][CH2:16]4)=[N:12][N:11]([C:37](=[O:39])[CH3:38])[C:10]=3[S:9][CH:8]=2)[CH:2]=[CH:3][CH:4]=[CH:5][CH:6]=1. (2) Given the reactants C(OC([NH:8][C:9]1[N:14]=[C:13]([NH:15][CH:16]2[CH2:21][CH2:20][CH2:19][N:18](C(OC(C)(C)C)=O)[CH2:17]2)[CH:12]=[CH:11][C:10]=1[C:29](=[O:32])[CH2:30][CH3:31])=O)(C)(C)C.[ClH:33], predict the reaction product. The product is: [ClH:33].[NH2:8][C:9]1[C:10]([C:29](=[O:32])[CH2:30][CH3:31])=[CH:11][CH:12]=[C:13]([NH:15][CH:16]2[CH2:21][CH2:20][CH2:19][NH:18][CH2:17]2)[N:14]=1. (3) Given the reactants [CH3:1][O:2][C:3]1[CH:4]=[C:5]([CH:34]=[C:35]([O:39][CH3:40])[C:36]=1[O:37][CH3:38])[C:6]([O:8][CH2:9][C:10]([N:19](C(OC(OC(=O)CNC(=O)C)C)=O)[CH3:20])([C:13]1[CH:18]=[CH:17][CH:16]=[CH:15][CH:14]=1)[CH2:11][CH3:12])=[O:7].[OH2:41], predict the reaction product. The product is: [CH3:1][O:2][C:3]1[CH:4]=[C:5]([CH:34]=[C:35]([O:39][CH3:40])[C:36]=1[O:37][CH3:38])[C:6]([O:8][CH2:9][C:10]([NH:19][CH2:20][C:9]([O:8][CH2:6][C:5]1[CH:34]=[CH:35][C:36]([O:37][CH3:38])=[CH:3][CH:4]=1)=[O:41])([C:13]1[CH:14]=[CH:15][CH:16]=[CH:17][CH:18]=1)[CH2:11][CH3:12])=[O:7]. (4) Given the reactants [C:1]([O:5][C:6]([N:8]1[CH2:13][CH2:12][CH:11]([C:14]2[O:23][C:17]3=[CH:18][N:19]=[C:20](Cl)[CH:21]=[C:16]3[CH:15]=2)[CH2:10][CH2:9]1)=[O:7])([CH3:4])([CH3:3])[CH3:2].[CH2:24]([O:31][C:32]([C:34]1[CH:39]=[CH:38][C:37](B(O)O)=[CH:36][CH:35]=1)=[O:33])[C:25]1[CH:30]=[CH:29][CH:28]=[CH:27][CH:26]=1, predict the reaction product. The product is: [C:1]([O:5][C:6]([N:8]1[CH2:13][CH2:12][CH:11]([C:14]2[O:23][C:17]3=[CH:18][N:19]=[C:20]([C:37]4[CH:36]=[CH:35][C:34]([C:32]([O:31][CH2:24][C:25]5[CH:30]=[CH:29][CH:28]=[CH:27][CH:26]=5)=[O:33])=[CH:39][CH:38]=4)[CH:21]=[C:16]3[CH:15]=2)[CH2:10][CH2:9]1)=[O:7])([CH3:4])([CH3:3])[CH3:2]. (5) Given the reactants [CH3:1][S:2]([NH2:5])(=[O:4])=[O:3].[Br:6][CH2:7][CH2:8][CH2:9][CH2:10][C:11](Cl)=[O:12], predict the reaction product. The product is: [Br:6][CH2:7][CH2:8][CH2:9][CH2:10][C:11]([NH:5][S:2]([CH3:1])(=[O:4])=[O:3])=[O:12].